Predict the reaction yield, written as a fraction of the theoretical maximum amount of product (1.0 means a 100% yield; for example, 0.34 means a 34% yield). From a dataset of Reaction yield outcomes from USPTO patents with 853,638 reactions. (1) The reactants are C(OC([N:8]1[CH2:13][CH2:12][CH:11]([N:14]([C:25]2[CH:29]=[C:28]([C:30]3[CH:35]=[CH:34][CH:33]=[CH:32][CH:31]=3)[S:27][C:26]=2[C:36]([OH:38])=[O:37])[C:15](=[O:24])[C:16]2[CH:21]=[CH:20][C:19]([Cl:22])=[CH:18][C:17]=2[Cl:23])[CH2:10][CH2:9]1)=O)(C)(C)C.Cl. The catalyst is O1CCOCC1. The product is [Cl:23][C:17]1[CH:18]=[C:19]([Cl:22])[CH:20]=[CH:21][C:16]=1[C:15]([N:14]([CH:11]1[CH2:12][CH2:13][NH:8][CH2:9][CH2:10]1)[C:25]1[CH:29]=[C:28]([C:30]2[CH:31]=[CH:32][CH:33]=[CH:34][CH:35]=2)[S:27][C:26]=1[C:36]([OH:38])=[O:37])=[O:24]. The yield is 1.00. (2) The reactants are [NH2:1][C:2]1[N:6]([C:7]2[CH:12]=[C:11]([N+:13]([O-:15])=[O:14])[CH:10]=[CH:9][C:8]=2[CH:16]=O)[N:5]=[C:4]([C:18]2[CH:23]=[CH:22][C:21]([O:24][C:25]3[CH:30]=[CH:29][CH:28]=[CH:27][CH:26]=3)=[CH:20][CH:19]=2)[C:3]=1[C:31]([NH2:33])=[O:32]. The catalyst is CO.C(Cl)Cl.CC(O)=O. The product is [N+:13]([C:11]1[CH:12]=[C:7]2[C:8]([CH:16]=[N:1][C:2]3[N:6]2[N:5]=[C:4]([C:18]2[CH:19]=[CH:20][C:21]([O:24][C:25]4[CH:26]=[CH:27][CH:28]=[CH:29][CH:30]=4)=[CH:22][CH:23]=2)[C:3]=3[C:31]([NH2:33])=[O:32])=[CH:9][CH:10]=1)([O-:15])=[O:14]. The yield is 0.630. (3) The yield is 0.470. The reactants are C([O:3][C:4](=[O:31])[CH2:5][CH:6]1[O:10][B:9]([OH:11])[C:8]2[CH:12]=[C:13]([O:16][C:17]3[CH:22]=[CH:21][N:20]=[C:19]([NH:23][CH2:24][C:25]4[CH:30]=[CH:29][CH:28]=[CH:27][CH:26]=4)[N:18]=3)[CH:14]=[CH:15][C:7]1=2)C.[OH-].[Li+]. The catalyst is CO.O. The product is [CH2:24]([NH:23][C:19]1[N:18]=[C:17]([O:16][C:13]2[CH:14]=[CH:15][C:7]3[CH:6]([CH2:5][C:4]([OH:31])=[O:3])[O:10][B:9]([OH:11])[C:8]=3[CH:12]=2)[CH:22]=[CH:21][N:20]=1)[C:25]1[CH:26]=[CH:27][CH:28]=[CH:29][CH:30]=1. (4) The reactants are [H-].[Al+3].[Li+].[H-].[H-].[H-].[CH3:7][N:8]1[CH:16]=[C:15]2[C:10]([CH:11]=[CH:12][CH:13]=[C:14]2[C@@H:17]2[CH2:19][C@H:18]2[CH:20]=[N:21]O)=[N:9]1.O.O.O.O.O.O.O.O.O.O.S([O-])([O-])(=O)=O.[Na+].[Na+]. The catalyst is O1CCCC1. The product is [CH3:7][N:8]1[CH:16]=[C:15]2[C:10]([CH:11]=[CH:12][CH:13]=[C:14]2[C@@H:17]2[CH2:19][C@H:18]2[CH2:20][NH2:21])=[N:9]1. The yield is 0.990. (5) The reactants are [C:1]12([CH:11]([OH:20])[C:12]([F:19])([F:18])[C:13]([O:15]CC)=[O:14])[CH2:10][CH:5]3[CH2:6][CH:7]([CH2:9][CH:3]([CH2:4]3)[CH2:2]1)[CH2:8]2.[OH-].[Na+].Cl.[Cl-].[F:25][C:26]1[CH:31]=[CH:30][C:29]([S+:32]([C:39]2[CH:44]=[CH:43][CH:42]=[CH:41][CH:40]=2)[C:33]2[CH:38]=[CH:37][CH:36]=[CH:35][CH:34]=2)=[CH:28][CH:27]=1. The catalyst is C(Cl)Cl.O.O1CCOCC1. The product is [C:1]12([CH:11]([OH:20])[C:12]([F:19])([F:18])[C:13]([O-:15])=[O:14])[CH2:2][CH:3]3[CH2:4][CH:5]([CH2:6][CH:7]([CH2:9]3)[CH2:8]1)[CH2:10]2.[F:25][C:26]1[CH:31]=[CH:30][C:29]([S+:32]([C:39]2[CH:40]=[CH:41][CH:42]=[CH:43][CH:44]=2)[C:33]2[CH:38]=[CH:37][CH:36]=[CH:35][CH:34]=2)=[CH:28][CH:27]=1. The yield is 0.570. (6) The reactants are C([Li])(C)(C)C.Br[C:7]1[CH:12]=[CH:11][C:10]([F:13])=[C:9]([O:14][CH3:15])[CH:8]=1.[Br:16][C:17]1[CH:18]=[C:19](/[C:23](/[C:31]2[CH:36]=[CH:35][CH:34]=[C:33]([F:37])[C:32]=2[C:38]#[N:39])=[N:24]\S(C(C)(C)C)=O)[CH:20]=[CH:21][CH:22]=1.Cl.CO. The catalyst is C1COCC1. The product is [Br:16][C:17]1[CH:18]=[C:19]([C:23]2([C:7]3[CH:12]=[CH:11][C:10]([F:13])=[C:9]([O:14][CH3:15])[CH:8]=3)[C:31]3[C:32](=[C:33]([F:37])[CH:34]=[CH:35][CH:36]=3)[C:38]([NH2:39])=[N:24]2)[CH:20]=[CH:21][CH:22]=1. The yield is 0.930. (7) The reactants are [C:1]([C:5]1[CH:10]=[CH:9][C:8]([CH2:11][C:12]#[N:13])=[CH:7][CH:6]=1)([CH3:4])([CH3:3])[CH3:2].C([O:16][C:17]([C:19]1[N:23]([CH3:24])[N:22]=[C:21]([CH3:25])[C:20]=1[CH3:26])=O)C.C(OCCOCCO)CCC.CO.C[O-].[Na+]. The catalyst is O.CCCCCCC. The product is [O:16]=[C:17]([C:19]1[N:23]([CH3:24])[N:22]=[C:21]([CH3:25])[C:20]=1[CH3:26])[CH:11]([C:8]1[CH:7]=[CH:6][C:5]([C:1]([CH3:4])([CH3:2])[CH3:3])=[CH:10][CH:9]=1)[C:12]#[N:13]. The yield is 0.851.